Dataset: Forward reaction prediction with 1.9M reactions from USPTO patents (1976-2016). Task: Predict the product of the given reaction. (1) The product is: [C:1]1([S:7]([N:10]2[CH2:11][CH2:12][CH:13]([CH2:16][N:17]3[C:25]4[C:20](=[CH:21][C:22]([C:26]5[CH:30]=[N:29][NH:28][CH:27]=5)=[CH:23][CH:24]=4)[CH:19]=[N:18]3)[CH2:14][CH2:15]2)(=[O:8])=[O:9])[CH:6]=[CH:5][CH:4]=[CH:3][CH:2]=1. Given the reactants [C:1]1([S:7]([N:10]2[CH2:15][CH2:14][CH:13]([CH2:16][N:17]3[C:25]4[C:20](=[CH:21][C:22]([C:26]5[CH:27]=[N:28][N:29](C6CCCCO6)[CH:30]=5)=[CH:23][CH:24]=4)[CH:19]=[N:18]3)[CH2:12][CH2:11]2)(=[O:9])=[O:8])[CH:6]=[CH:5][CH:4]=[CH:3][CH:2]=1.O.C1(C)C=CC(S(O)(=O)=O)=CC=1, predict the reaction product. (2) The product is: [F:1][C:2]1[CH:3]=[C:4]2[C:9](=[CH:10][C:11]=1[F:12])[N:8]([CH2:17][CH2:18][N:19]1[CH2:24][CH2:23][O:22][CH2:21][CH2:20]1)[CH:7]=[C:6]([C:13]#[N:14])[C:5]2=[O:15]. Given the reactants [F:1][C:2]1[CH:3]=[C:4]2[C:9](=[CH:10][C:11]=1[F:12])[NH:8][CH:7]=[C:6]([C:13]#[N:14])[C:5]2=[O:15].Cl[CH2:17][CH2:18][N:19]1[CH2:24][CH2:23][O:22][CH2:21][CH2:20]1, predict the reaction product. (3) Given the reactants C[Si]([N-][Si](C)(C)C)(C)C.[Na+].[I:11][C:12]1[CH:17]=[CH:16][CH:15]=[CH:14][C:13]=1[CH2:18][C:19]#[N:20].Br[CH2:22][CH2:23][CH2:24][O:25][CH3:26], predict the reaction product. The product is: [I:11][C:12]1[CH:17]=[CH:16][CH:15]=[CH:14][C:13]=1[CH:18]([CH2:22][CH2:23][CH2:24][O:25][CH3:26])[C:19]#[N:20].